Dataset: Catalyst prediction with 721,799 reactions and 888 catalyst types from USPTO. Task: Predict which catalyst facilitates the given reaction. (1) Reactant: C(OC([NH:11][C:12]([CH3:17])([CH3:16])[C:13]([OH:15])=O)=O)C1C=CC=CC=1.Cl.C(N=C=NCCCN(C)C)C.ON1C2C=CC=CC=2N=N1.[NH2:40][CH2:41][CH2:42][OH:43]. Product: [NH2:11][C:12]([CH3:16])([CH3:17])[C:13]([NH:40][CH2:41][CH2:42][OH:43])=[O:15]. The catalyst class is: 46. (2) Reactant: [CH3:1][O:2][C:3]1[CH:4]=[C:5]([CH:19]=[CH:20][C:21]=1[O:22][CH3:23])[C:6]([NH:8][CH2:9][C:10]1[CH:11]=[C:12]([CH:16]=[CH:17][CH:18]=1)[C:13]([OH:15])=[O:14])=[O:7].C(Cl)CCl.C1C=CC2N(O)N=NC=2C=1.CN1CCOCC1.[CH3:45][N:46]([CH2:48][C:49]1[CH:50]=[C:51]([NH2:55])[CH:52]=[CH:53][CH:54]=1)[CH3:47]. Product: [CH3:47][N:46]([CH2:48][C:49]1[CH:50]=[C:51]([NH:55][C:13]([C:12]2[CH:11]=[C:10]([CH:18]=[CH:17][CH:16]=2)[CH2:9][NH:8][C:6](=[O:7])[C:5]2[CH:19]=[CH:20][C:21]([O:22][CH3:23])=[C:3]([O:2][CH3:1])[CH:4]=2)=[O:15])[CH:52]=[CH:53][CH:54]=1)[CH3:45].[CH:13]([O-:15])=[O:14]. The catalyst class is: 3. (3) Reactant: [Cl:1][C:2]1[CH:7]=[CH:6][C:5]([C:8]2[C:17]3[C:12](=[CH:13][CH:14]=[C:15]([C:18](O)=[O:19])[CH:16]=3)[CH:11]=[N:10][CH:9]=2)=[CH:4][CH:3]=1.F[B-](F)(F)F.[N:26]1(OC(N(C)C)=[N+](C)C)[C:30]2[CH:31]=[CH:32][CH:33]=[CH:34][C:29]=2[N:28]=N1.C(N(CC)C(C)C)(C)C.N1C=CC=CC=1CN. Product: [Cl:1][C:2]1[CH:3]=[CH:4][C:5]([C:8]2[C:17]3[C:12](=[CH:13][CH:14]=[C:15]([C:18]([NH:28][CH2:29][C:34]4[CH:33]=[CH:32][CH:31]=[CH:30][N:26]=4)=[O:19])[CH:16]=3)[CH:11]=[N:10][CH:9]=2)=[CH:6][CH:7]=1. The catalyst class is: 9. (4) Reactant: C[O:2][C:3]([CH:5]1[CH2:10][CH:9]([C:11]([O:13]C)=[O:12])[CH2:8][N:7]([C:15]([O:17][C:18]([CH3:21])([CH3:20])[CH3:19])=[O:16])[CH2:6]1)=[O:4].C([O-])([O-])=O.[K+].[K+]. Product: [C:18]([O:17][C:15]([N:7]1[CH2:6][CH:5]([C:3]([OH:4])=[O:2])[CH2:10][CH:9]([C:11]([OH:13])=[O:12])[CH2:8]1)=[O:16])([CH3:21])([CH3:19])[CH3:20]. The catalyst class is: 24. (5) Reactant: [OH-].[Na+].[C:3]1([OH:11])[C:4]([CH3:10])=[CH:5][CH:6]=[C:7]([CH3:9])[CH:8]=1.[CH3:12][O:13][CH:14]([O:17][CH3:18])[CH:15]=[O:16].Cl. Product: [OH:16][CH:15]([C:6]1[C:7]([CH3:9])=[CH:8][C:3]([OH:11])=[C:4]([CH3:10])[CH:5]=1)[CH:14]([O:17][CH3:18])[O:13][CH3:12]. The catalyst class is: 47. (6) Reactant: [NH2:1][C@@H:2]1[CH2:11][C:10]2[CH:9]=[C:8]([C:12]3[CH:21]=[CH:20][C:15]([C:16]([O:18][CH3:19])=[O:17])=[CH:14][CH:13]=3)[CH:7]=[CH:6][C:5]=2[CH2:4][CH2:3]1.[Cl:22][C:23]1[CH:28]=[CH:27][C:26]([C@@H:29]2[CH2:31][O:30]2)=[CH:25][CH:24]=1. Product: [Cl:22][C:23]1[CH:28]=[CH:27][C:26]([C@@H:29]([OH:30])[CH2:31][NH:1][C@@H:2]2[CH2:11][C:10]3[CH:9]=[C:8]([C:12]4[CH:21]=[CH:20][C:15]([C:16]([O:18][CH3:19])=[O:17])=[CH:14][CH:13]=4)[CH:7]=[CH:6][C:5]=3[CH2:4][CH2:3]2)=[CH:25][CH:24]=1. The catalyst class is: 8. (7) Reactant: [F:1][C:2]([F:7])([F:6])[C:3]([OH:5])=[O:4].[CH2:8]1[C:12]2[CH2:13][NH:14][CH2:15][C:11]=2[CH2:10][N:9]1[C:16]([C:18]1[CH:23]=[CH:22][CH:21]=[CH:20][C:19]=1[C:24]([F:27])([F:26])[F:25])=[O:17].Cl[C:29]1[N:30]=[N:31][C:32]([O:35][CH2:36][CH2:37][C:38]2[CH:43]=[CH:42][CH:41]=[CH:40][CH:39]=2)=[CH:33][CH:34]=1.C1C=CC(P(C2C=CC3C(=CC=CC=3)C=2C2C3C(=CC=CC=3)C=CC=2P(C2C=CC=CC=2)C2C=CC=CC=2)C2C=CC=CC=2)=CC=1.C(=O)([O-])[O-].[Cs+].[Cs+]. Product: [F:1][C:2]([F:7])([F:6])[C:3]([OH:5])=[O:4].[CH2:36]([O:35][C:32]1[N:31]=[N:30][C:29]([N:14]2[CH2:13][C:12]3[CH2:8][N:9]([C:16]([C:18]4[CH:23]=[CH:22][CH:21]=[CH:20][C:19]=4[C:24]([F:27])([F:25])[F:26])=[O:17])[CH2:10][C:11]=3[CH2:15]2)=[CH:34][CH:33]=1)[CH2:37][C:38]1[CH:39]=[CH:40][CH:41]=[CH:42][CH:43]=1. The catalyst class is: 12. (8) Reactant: [N+:1]([C:4]1[CH:20]=[CH:19][C:7]([NH:8][CH:9](C)[C:10]2[N:14]([CH2:15][CH2:16][CH3:17])[CH:13]=[N:12][N:11]=2)=[CH:6][CH:5]=1)([O-])=O.[CH2:21](O)C. Product: [CH3:21][N:8]([CH2:9][C:10]1[N:14]([CH2:15][CH2:16][CH3:17])[CH:13]=[N:12][N:11]=1)[C:7]1[CH:19]=[CH:20][C:4]([NH2:1])=[CH:5][CH:6]=1. The catalyst class is: 45.